Dataset: NCI-60 drug combinations with 297,098 pairs across 59 cell lines. Task: Regression. Given two drug SMILES strings and cell line genomic features, predict the synergy score measuring deviation from expected non-interaction effect. (1) Drug 1: CC1C(C(CC(O1)OC2CC(OC(C2O)C)OC3=CC4=CC5=C(C(=O)C(C(C5)C(C(=O)C(C(C)O)O)OC)OC6CC(C(C(O6)C)O)OC7CC(C(C(O7)C)O)OC8CC(C(C(O8)C)O)(C)O)C(=C4C(=C3C)O)O)O)O. Drug 2: C1=NC2=C(N=C(N=C2N1C3C(C(C(O3)CO)O)F)Cl)N. Cell line: PC-3. Synergy scores: CSS=16.4, Synergy_ZIP=-1.06, Synergy_Bliss=-2.48, Synergy_Loewe=-4.06, Synergy_HSA=-0.809. (2) Drug 1: CNC(=O)C1=CC=CC=C1SC2=CC3=C(C=C2)C(=NN3)C=CC4=CC=CC=N4. Drug 2: CNC(=O)C1=NC=CC(=C1)OC2=CC=C(C=C2)NC(=O)NC3=CC(=C(C=C3)Cl)C(F)(F)F. Cell line: SF-539. Synergy scores: CSS=15.6, Synergy_ZIP=-7.67, Synergy_Bliss=-2.99, Synergy_Loewe=-0.872, Synergy_HSA=-0.231. (3) Drug 1: CC12CCC3C(C1CCC2=O)CC(=C)C4=CC(=O)C=CC34C. Drug 2: C1=CC(=CC=C1CCCC(=O)O)N(CCCl)CCCl. Cell line: HCC-2998. Synergy scores: CSS=12.3, Synergy_ZIP=-4.37, Synergy_Bliss=-6.55, Synergy_Loewe=-31.6, Synergy_HSA=-4.22. (4) Drug 1: C1=CC(=C2C(=C1NCCNCCO)C(=O)C3=C(C=CC(=C3C2=O)O)O)NCCNCCO. Drug 2: C(=O)(N)NO. Cell line: NCI-H460. Synergy scores: CSS=52.0, Synergy_ZIP=0.843, Synergy_Bliss=0.460, Synergy_Loewe=0.837, Synergy_HSA=4.61. (5) Drug 1: CC1=C(C=C(C=C1)NC(=O)C2=CC=C(C=C2)CN3CCN(CC3)C)NC4=NC=CC(=N4)C5=CN=CC=C5. Drug 2: CC1CCC2CC(C(=CC=CC=CC(CC(C(=O)C(C(C(=CC(C(=O)CC(OC(=O)C3CCCCN3C(=O)C(=O)C1(O2)O)C(C)CC4CCC(C(C4)OC)O)C)C)O)OC)C)C)C)OC. Cell line: MOLT-4. Synergy scores: CSS=77.6, Synergy_ZIP=3.65, Synergy_Bliss=5.66, Synergy_Loewe=6.99, Synergy_HSA=8.73.